This data is from Full USPTO retrosynthesis dataset with 1.9M reactions from patents (1976-2016). The task is: Predict the reactants needed to synthesize the given product. The reactants are: C[O:2][C:3](=[O:22])[CH:4]([NH:8][C:9](=[O:21])[CH:10]([N:12]([C:14]([O:16][C:17]([CH3:20])([CH3:19])[CH3:18])=O)[CH3:13])[CH3:11])[CH:5]([CH3:7])[CH3:6].CO.[Li+].[OH-].Cl. Given the product [C:17]([O:16][CH2:14][N:12]([CH3:13])[CH:10]([CH3:11])[C:9]([NH:8][CH:4]([CH:5]([CH3:6])[CH3:7])[C:3]([OH:22])=[O:2])=[O:21])([CH3:20])([CH3:19])[CH3:18], predict the reactants needed to synthesize it.